Dataset: Plasma protein binding rate (PPBR) regression data from AstraZeneca. Task: Regression/Classification. Given a drug SMILES string, predict its absorption, distribution, metabolism, or excretion properties. Task type varies by dataset: regression for continuous measurements (e.g., permeability, clearance, half-life) or binary classification for categorical outcomes (e.g., BBB penetration, CYP inhibition). For this dataset (ppbr_az), we predict Y. (1) The compound is CC(C)(Cc1cccc(CC(=O)NCc2cccc(-c3ccc(O)cc3)c2)c1)NC[C@H](O)c1ccc(O)c(NS(C)(=O)=O)c1. The Y is 99.5 %. (2) The molecule is N#Cc1ccc(C(=O)N2CCC3(CC2)N=C(N)c2c(F)ccc(F)c2N3)cn1. The Y is 86.6 %. (3) The molecule is COc1ccc(CC(C)(C)NC[C@H](O)c2cc(O)cc3c2OCC(=O)N3)cc1. The Y is 59.1 %. (4) The molecule is Nc1nc2ccc(OC(F)(F)F)cc2s1. The Y is 97.1 %.